This data is from NCI-60 drug combinations with 297,098 pairs across 59 cell lines. The task is: Regression. Given two drug SMILES strings and cell line genomic features, predict the synergy score measuring deviation from expected non-interaction effect. Drug 1: C1C(C(OC1N2C=NC3=C(N=C(N=C32)Cl)N)CO)O. Drug 2: CC1CCCC2(C(O2)CC(NC(=O)CC(C(C(=O)C(C1O)C)(C)C)O)C(=CC3=CSC(=N3)C)C)C. Cell line: OVCAR3. Synergy scores: CSS=64.3, Synergy_ZIP=-0.547, Synergy_Bliss=-3.50, Synergy_Loewe=-8.83, Synergy_HSA=-2.29.